Task: Predict the product of the given reaction.. Dataset: Forward reaction prediction with 1.9M reactions from USPTO patents (1976-2016) (1) Given the reactants [O-]P([O-])([O-])=O.[K+].[K+].[K+].[C:9]1([S:15]([CH2:18][C:19]2[C:24]([C:25]([O:27][CH3:28])=[O:26])=[C:23](OS(C(F)(F)F)(=O)=O)[C:22]([C:37]3[CH:41]=[CH:40][O:39][CH:38]=3)=[CH:21][CH:20]=2)(=[O:17])=[O:16])[CH:14]=[CH:13][CH:12]=[CH:11][CH:10]=1.[CH2:42]1COC[CH2:43]1, predict the reaction product. The product is: [C:9]1([S:15]([CH2:18][C:19]2[C:24]([C:25]([O:27][CH3:28])=[O:26])=[C:23]([CH2:42][CH3:43])[C:22]([C:37]3[CH:41]=[CH:40][O:39][CH:38]=3)=[CH:21][CH:20]=2)(=[O:16])=[O:17])[CH:14]=[CH:13][CH:12]=[CH:11][CH:10]=1. (2) The product is: [CH:1]1([CH:6]([C:27]2[CH:32]=[CH:31][C:30]([C:33]([F:34])([F:35])[F:36])=[CH:29][CH:28]=2)[C:7]([NH:9][C:10]2[CH:11]=[C:12]([CH:24]=[CH:25][CH:26]=2)[CH2:13][C:14]2([C:17]([OH:19])=[O:18])[CH2:15][CH2:16]2)=[O:8])[CH2:5][CH2:4][CH2:3][CH2:2]1. Given the reactants [CH:1]1([CH:6]([C:27]2[CH:32]=[CH:31][C:30]([C:33]([F:36])([F:35])[F:34])=[CH:29][CH:28]=2)[C:7]([NH:9][C:10]2[CH:11]=[C:12]([CH:24]=[CH:25][CH:26]=2)[CH2:13][C:14]2([C:17]([O:19]C(C)(C)C)=[O:18])[CH2:16][CH2:15]2)=[O:8])[CH2:5][CH2:4][CH2:3][CH2:2]1.O.C(O)(C(F)(F)F)=O, predict the reaction product. (3) Given the reactants [Br:1][C:2]1[CH:12]=[CH:11][C:5]([O:6][CH2:7][C:8]([NH2:10])=[O:9])=[C:4]([C:13]#[N:14])[CH:3]=1.N1CCC[CH2:17][CH2:16]1.[NH:21]1[CH2:27][CH2:26][CH2:25][C@@H:22]1[CH2:23][OH:24], predict the reaction product. The product is: [Br:1][C:2]1[CH:12]=[CH:11][C:5]2[O:6][C:7]3[C:8](=[O:9])[NH:10][C:16]([CH2:17][N:21]4[CH2:27][CH2:26][CH2:25][C@@H:22]4[CH2:23][OH:24])=[N:14][C:13]=3[C:4]=2[CH:3]=1. (4) Given the reactants [Cl:1][C:2]1[N:3]=[N:4][C:5](Cl)=[CH:6][CH:7]=1.[CH3:9][C:10]1([CH3:19])[CH2:15][CH:14]([NH2:16])[CH2:13][C:12]([CH3:18])([CH3:17])[NH:11]1.C(O)CCC, predict the reaction product. The product is: [Cl:1][C:2]1[N:3]=[N:4][C:5]([NH:16][CH:14]2[CH2:15][C:10]([CH3:19])([CH3:9])[NH:11][C:12]([CH3:18])([CH3:17])[CH2:13]2)=[CH:6][CH:7]=1. (5) Given the reactants Cl.BrC1C=CC(S(CC)(=O)=O)=C(CN)C=1.[NH2:16][C:17]1[C:25]([Cl:26])=[CH:24][C:23]([C:27]([F:30])([F:29])[F:28])=[CH:22][C:18]=1[C:19]([OH:21])=O.NC1C=CC(C(F)(F)F)=CC=1[C:34]([NH:36][CH2:37][C:38]1[CH:43]=[C:42]([Br:44])[CH:41]=[CH:40][C:39]=1[S:45]([CH2:48][CH3:49])(=[O:47])=[O:46])=O, predict the reaction product. The product is: [Br:44][C:42]1[CH:41]=[CH:40][C:39]([S:45]([CH2:48][CH3:49])(=[O:47])=[O:46])=[C:38]([CH2:37][N:36]2[C:19](=[O:21])[C:18]3[C:17](=[C:25]([Cl:26])[CH:24]=[C:23]([C:27]([F:30])([F:29])[F:28])[CH:22]=3)[N:16]=[CH:34]2)[CH:43]=1. (6) Given the reactants Cl.[Cl:2][C:3]1[C:8]([Cl:9])=[CH:7][CH:6]=[CH:5][C:4]=1[N:10]1[CH2:15][CH2:14][NH:13][CH2:12][CH2:11]1.C[O:17][C:18]1C=CC=C[C:19]=1N1CCN(CCO)CC1, predict the reaction product. The product is: [Cl:2][C:3]1[C:8]([Cl:9])=[CH:7][CH:6]=[CH:5][C:4]=1[N:10]1[CH2:15][CH2:14][N:13]([CH2:19][CH2:18][OH:17])[CH2:12][CH2:11]1. (7) Given the reactants [NH2:1][C:2]1[CH:3]=[CH:4][C:5](Br)=[C:6]([C:8]([F:11])([F:10])[F:9])[CH:7]=1.[Cl:13][C:14]1[CH:15]=[C:16](B(O)O)[CH:17]=[CH:18][CH:19]=1.C([O-])([O-])=O.[Na+].[Na+], predict the reaction product. The product is: [Cl:13][C:14]1[CH:19]=[C:18]([C:5]2[CH:4]=[CH:3][C:2]([NH2:1])=[CH:7][C:6]=2[C:8]([F:11])([F:10])[F:9])[CH:17]=[CH:16][CH:15]=1. (8) Given the reactants [S:1]1[CH:5]=[CH:4][C:3]([CH:6]([CH3:10])C(O)=O)=[CH:2]1.O.ON1C2C=CC=CC=2N=N1.Cl.CN(C)CCCN=C=NCC.[CH3:34][C:35]1([C:41]2[CH:42]=[C:43]([NH:47][S:48]([CH3:51])(=[O:50])=[O:49])[CH:44]=[CH:45][CH:46]=2)[CH:40]2[CH:36]1[CH2:37][NH:38][CH2:39]2.[C:52](=O)([O-])[OH:53].[Na+], predict the reaction product. The product is: [CH3:34][C:35]1([C:41]2[CH:42]=[C:43]([NH:47][S:48]([CH3:51])(=[O:50])=[O:49])[CH:44]=[CH:45][CH:46]=2)[CH:40]2[CH:36]1[CH2:37][N:38]([C:52](=[O:53])[CH2:10][CH2:6][C:3]1[CH:4]=[CH:5][S:1][CH:2]=1)[CH2:39]2.